Predict the product of the given reaction. From a dataset of Forward reaction prediction with 1.9M reactions from USPTO patents (1976-2016). (1) Given the reactants [OH:1][CH2:2][C:3]1[CH:8]=[CH:7][N:6]=[C:5]([C:9]([O:11][CH2:12][CH3:13])=[O:10])[CH:4]=1.[Cl:14][C:15]1[CH:20]=[CH:19][CH:18]=[CH:17][C:16]=1O.C(OC(N1CCCC(COC2C=CC=CC=2Cl)C1)=O)(C)(C)C, predict the reaction product. The product is: [Cl:14][C:15]1[CH:20]=[CH:19][CH:18]=[CH:17][C:16]=1[O:1][CH2:2][C:3]1[CH:8]=[CH:7][N:6]=[C:5]([C:9]([O:11][CH2:12][CH3:13])=[O:10])[CH:4]=1. (2) The product is: [CH:20]1[C:21]2=[C:22]3[C:26]([CH:27]=[CH:28][C:29]2=[N:12][C:15]=1[C:16]([O:18][CH3:19])=[O:17])=[N:25][CH:24]=[CH:23]3. Given the reactants N1C2C=CC=C(C=O)C=2C=C1.[N:12]([C:15](=[CH:20][C:21]1[CH:29]=[CH:28][CH:27]=[C:26]2[C:22]=1[CH:23]=[CH:24][NH:25]2)[C:16]([O:18][CH3:19])=[O:17])=[N+]=[N-].F[P-](F)(F)(F)(F)F.N1(O[P+](N(C)C)(N(C)C)N(C)C)C2C=CC=CC=2N=N1.CCN(C(C)C)C(C)C, predict the reaction product. (3) Given the reactants [CH2:1]([O:8][C:9]1[CH:14]=[CH:13][C:12]([C@@H:15]([O:39][Si](CC)(CC)CC)[CH2:16][NH:17][C@H:18]([CH3:38])[CH2:19][O:20][C:21]2[CH:26]=[CH:25][C:24]([C:27]3[CH:32]=[CH:31][C:30]([C:33]([O:35][CH2:36][CH3:37])=[O:34])=[CH:29][CH:28]=3)=[CH:23][CH:22]=2)=[CH:11][C:10]=1[NH:47][S:48]([CH3:51])(=[O:50])=[O:49])[C:2]1[CH:7]=[CH:6][CH:5]=[CH:4][CH:3]=1.[F-].C([N+](CCCC)(CCCC)CCCC)CCC, predict the reaction product. The product is: [CH2:1]([O:8][C:9]1[CH:14]=[CH:13][C:12]([C@@H:15]([OH:39])[CH2:16][NH:17][C@H:18]([CH3:38])[CH2:19][O:20][C:21]2[CH:26]=[CH:25][C:24]([C:27]3[CH:32]=[CH:31][C:30]([C:33]([O:35][CH2:36][CH3:37])=[O:34])=[CH:29][CH:28]=3)=[CH:23][CH:22]=2)=[CH:11][C:10]=1[NH:47][S:48]([CH3:51])(=[O:49])=[O:50])[C:2]1[CH:7]=[CH:6][CH:5]=[CH:4][CH:3]=1. (4) Given the reactants [NH2:1][C:2]1[CH:3]=[N:4][C:5](Br)=[CH:6][CH:7]=1.[C:9]([Si:11]([CH3:14])([CH3:13])[CH3:12])#[CH:10].CC#N.CN(C=O)C, predict the reaction product. The product is: [CH3:12][Si:11]([CH3:14])([CH3:13])[C:9]#[C:10][C:5]1[N:4]=[CH:3][C:2]([NH2:1])=[CH:7][CH:6]=1. (5) Given the reactants [NH2:1][C:2]1[CH:11]=[C:10]2[C:5]([CH2:6][CH2:7][CH2:8][N:9]2[CH2:12][CH2:13][N:14]([CH:18]([CH3:20])[CH3:19])[CH:15]([CH3:17])[CH3:16])=[CH:4][CH:3]=1.[C:21]1([C:30]2[CH:35]=[CH:34][CH:33]=[CH:32][CH:31]=2)[CH:26]=[CH:25][C:24]([C:27](Cl)=[O:28])=[CH:23][CH:22]=1.N1C=CC=CC=1.C(=O)([O-])[O-].[K+].[K+], predict the reaction product. The product is: [CH:15]([N:14]([CH:18]([CH3:20])[CH3:19])[CH2:13][CH2:12][N:9]1[C:10]2[C:5](=[CH:4][CH:3]=[C:2]([NH:1][C:27]([C:24]3[CH:25]=[CH:26][C:21]([C:30]4[CH:31]=[CH:32][CH:33]=[CH:34][CH:35]=4)=[CH:22][CH:23]=3)=[O:28])[CH:11]=2)[CH2:6][CH2:7][CH2:8]1)([CH3:16])[CH3:17].